From a dataset of Full USPTO retrosynthesis dataset with 1.9M reactions from patents (1976-2016). Predict the reactants needed to synthesize the given product. (1) Given the product [OH:1][B:2]1[C:6]2[CH:7]=[C:8]([O:12][C:20]3[CH:25]=[CH:24][N:23]=[C:22]([N+:26]([O-:28])=[O:27])[CH:21]=3)[CH:9]=[C:10]([CH3:11])[C:5]=2[CH:4]([CH2:13][C:14]([O:16][CH2:17][CH3:18])=[O:15])[O:3]1, predict the reactants needed to synthesize it. The reactants are: [OH:1][B:2]1[C:6]2[CH:7]=[C:8]([OH:12])[CH:9]=[C:10]([CH3:11])[C:5]=2[CH:4]([CH2:13][C:14]([O:16][CH2:17][CH3:18])=[O:15])[O:3]1.Cl[C:20]1[CH:25]=[CH:24][N:23]=[C:22]([N+:26]([O-:28])=[O:27])[CH:21]=1.C(=O)([O-])[O-].[Cs+].[Cs+]. (2) Given the product [CH3:11][O:12][C:14](=[O:15])[NH:10][C@H:8]([C:5]1[CH:6]=[CH:7][C:2]([Br:1])=[CH:3][CH:4]=1)[CH3:9], predict the reactants needed to synthesize it. The reactants are: [Br:1][C:2]1[CH:7]=[CH:6][C:5]([C@@H:8]([NH2:10])[CH3:9])=[CH:4][CH:3]=1.[CH3:11][O-:12].[Na+].[CH3:14][OH:15]. (3) Given the product [CH:10]([C:6]1[CH:7]=[CH:8][CH:9]=[C:4]([CH:1]([CH3:2])[CH3:3])[C:5]=1[N:13]1[CH:32]=[CH:31][N:24]=[C:14]1[C:15]1[CH:20]=[C:19]([CH3:21])[CH:18]=[C:17]([O:22][CH3:23])[CH:16]=1)([CH3:12])[CH3:11], predict the reactants needed to synthesize it. The reactants are: [CH:1]([C:4]1[CH:9]=[CH:8][CH:7]=[C:6]([CH:10]([CH3:12])[CH3:11])[C:5]=1[NH:13][C:14](=[NH:24])[C:15]1[CH:20]=[C:19]([CH3:21])[CH:18]=[C:17]([O:22][CH3:23])[CH:16]=1)([CH3:3])[CH3:2].C(=O)(O)[O-].[Na+].Cl[CH2:31][CH:32]=O.CC(O)C. (4) Given the product [CH2:14]([N:1]1[CH2:6][CH2:5][CH2:4][CH:3]([NH:7][C:8]2[CH:13]=[CH:12][N:11]=[CH:10][CH:9]=2)[CH2:2]1)[C:15]1[CH:20]=[CH:19][CH:18]=[CH:17][CH:16]=1, predict the reactants needed to synthesize it. The reactants are: [NH:1]1[CH2:6][CH2:5][CH2:4][CH:3]([NH:7][C:8]2[CH:13]=[CH:12][N:11]=[CH:10][CH:9]=2)[CH2:2]1.[CH:14](=O)[C:15]1[CH:20]=[CH:19][CH:18]=[CH:17][CH:16]=1. (5) Given the product [O:17]=[C:18]1[N:22]2[CH2:23][CH2:24][C@H:25]([CH2:27][C:28]([NH:14][C:12]3[O:11][N:10]=[C:9]([C:5]4[CH:6]=[CH:7][CH:8]=[C:3]([C:2]([F:1])([F:15])[F:16])[CH:4]=4)[CH:13]=3)=[O:29])[CH2:26][C@@H:21]2[CH2:20][O:19]1, predict the reactants needed to synthesize it. The reactants are: [F:1][C:2]([F:16])([F:15])[C:3]1[CH:4]=[C:5]([C:9]2[CH:13]=[C:12]([NH2:14])[O:11][N:10]=2)[CH:6]=[CH:7][CH:8]=1.[O:17]=[C:18]1[N:22]2[CH2:23][CH2:24][C@H:25]([CH2:27][C:28](O)=[O:29])[CH2:26][C@@H:21]2[CH2:20][O:19]1. (6) Given the product [NH2:85][C:64]1[C:63]([C:60]2[CH:59]=[CH:58][C:57]([NH:56][C:26]([C:15]3[C:16](=[O:25])[C:17]([C:19]4[CH:20]=[CH:21][CH:22]=[CH:23][CH:24]=4)=[CH:18][N:13]([CH2:12][CH2:11][F:10])[CH:14]=3)=[O:28])=[CH:62][CH:61]=2)=[CH:68][C:67]([C:69]2[CH:74]=[CH:73][C:72]([O:75][CH2:76][C@H:77]3[CH2:82][O:81][CH2:80][CH2:79][O:78]3)=[C:71]([O:83][CH3:84])[CH:70]=2)=[CH:66][N:65]=1, predict the reactants needed to synthesize it. The reactants are: CCN(C(C)C)C(C)C.[F:10][CH2:11][CH2:12][N:13]1[CH:18]=[C:17]([C:19]2[CH:24]=[CH:23][CH:22]=[CH:21][CH:20]=2)[C:16](=[O:25])[C:15]([C:26]([OH:28])=O)=[CH:14]1.CCOC(C(C#N)=NOC(N1CCOCC1)=[N+](C)C)=O.F[P-](F)(F)(F)(F)F.[NH2:56][C:57]1[CH:62]=[CH:61][C:60]([C:63]2[C:64]([NH2:85])=[N:65][CH:66]=[C:67]([C:69]3[CH:74]=[CH:73][C:72]([O:75][CH2:76][C@H:77]4[CH2:82][O:81][CH2:80][CH2:79][O:78]4)=[C:71]([O:83][CH3:84])[CH:70]=3)[CH:68]=2)=[CH:59][CH:58]=1. (7) Given the product [NH2:1][C:2]1[N:3]=[C:4]([C:13]2[CH:18]=[CH:17][CH:16]=[CH:15][C:14]=2[O:19][CH3:20])[C:5]([C:11]#[N:12])=[C:6]([O:21][CH2:22][CH2:23][C:24]2[CH:29]=[CH:28][CH:27]=[CH:26][N:25]=2)[N:7]=1, predict the reactants needed to synthesize it. The reactants are: [NH2:1][C:2]1[N:7]=[C:6](S(C)=O)[C:5]([C:11]#[N:12])=[C:4]([C:13]2[CH:18]=[CH:17][CH:16]=[CH:15][C:14]=2[O:19][CH3:20])[N:3]=1.[OH:21][CH2:22][CH2:23][C:24]1[CH:29]=[CH:28][CH:27]=[CH:26][N:25]=1.C1CCN2C(=NCCC2)CC1. (8) Given the product [Cl:21][C:18]1[CH:19]=[C:20]([CH:7]([CH:5]2[CH2:4][O:3][C:2]([CH3:12])([CH3:1])[O:6]2)[CH2:8][N+:9]([O-:11])=[O:10])[CH:15]=[CH:16][C:17]=1[Cl:22], predict the reactants needed to synthesize it. The reactants are: [CH3:1][C:2]1([CH3:12])[O:6][CH:5](/[CH:7]=[CH:8]/[N+:9]([O-:11])=[O:10])[CH2:4][O:3]1.Br[Mg][C:15]1[CH:20]=[CH:19][C:18]([Cl:21])=[C:17]([Cl:22])[CH:16]=1.[Cl-].[NH4+]. (9) Given the product [F:1][C:2]1[CH:3]=[C:4]([C:8]2[C:9](=[O:10])[C:11]3[C:12](=[CH:13][CH:14]=[CH:15][CH:16]=3)[O:17][C:18]=2[CH3:19])[CH:5]=[CH:6][CH:7]=1, predict the reactants needed to synthesize it. The reactants are: [F:1][C:2]1[CH:3]=[C:4]([CH2:8][C:9]([C:11]2[CH:16]=[CH:15][CH:14]=[CH:13][C:12]=2[OH:17])=[O:10])[CH:5]=[CH:6][CH:7]=1.[C:18](OC(=O)C)(=O)[CH3:19].C([O-])(=O)C.[Na+]. (10) The reactants are: [CH:1]1([NH:4][CH2:5][CH2:6][OH:7])[CH2:3][CH2:2]1.C(N(CC)CC)C.[Cl:15][C:16]1[CH:21]=[CH:20][CH:19]=[C:18]([CH3:22])[C:17]=1[S:23](Cl)(=[O:25])=[O:24]. Given the product [Cl:15][C:16]1[CH:21]=[CH:20][CH:19]=[C:18]([CH3:22])[C:17]=1[S:23]([N:4]([CH:1]1[CH2:3][CH2:2]1)[CH2:5][CH2:6][OH:7])(=[O:24])=[O:25], predict the reactants needed to synthesize it.